This data is from Full USPTO retrosynthesis dataset with 1.9M reactions from patents (1976-2016). The task is: Predict the reactants needed to synthesize the given product. (1) Given the product [CH3:1][C:2]1[CH:6]=[C:5]([C:27]2[S:28][CH:29]=[C:30]([C:32]([O:34][CH3:35])=[O:33])[N:31]=2)[N:4]([CH:20]2[CH2:25][CH2:24][CH2:23][CH2:22][O:21]2)[N:3]=1, predict the reactants needed to synthesize it. The reactants are: [CH3:1][C:2]1[CH:6]=[C:5]([Sn](CCCC)(CCCC)CCCC)[N:4]([CH:20]2[CH2:25][CH2:24][CH2:23][CH2:22][O:21]2)[N:3]=1.Br[C:27]1[S:28][CH:29]=[C:30]([C:32]([O:34][CH3:35])=[O:33])[N:31]=1. (2) Given the product [Cl:32][C:26]1[CH:25]=[C:24]([CH:19]([C:20]([F:21])([F:23])[F:22])/[CH:18]=[CH:17]/[C:13]2[CH:12]=[C:11]3[C:16](=[CH:15][CH:14]=2)[NH:8][CH2:9][CH2:10]3)[CH:29]=[C:28]([Cl:30])[C:27]=1[F:31], predict the reactants needed to synthesize it. The reactants are: C(OC([N:8]1[C:16]2[C:11](=[CH:12][C:13](/[CH:17]=[CH:18]/[CH:19]([C:24]3[CH:29]=[C:28]([Cl:30])[C:27]([F:31])=[C:26]([Cl:32])[CH:25]=3)[C:20]([F:23])([F:22])[F:21])=[CH:14][CH:15]=2)[CH2:10][CH2:9]1)=O)(C)(C)C.C(O)(C(F)(F)F)=O. (3) Given the product [NH:1]([C:15]([O:17][C:18]([CH3:19])([CH3:20])[CH3:21])=[O:16])[C@@H:2]([C:12]([NH:66][C@@H:69]([C:22]([OH:28])=[O:23])[CH3:29])=[O:14])[CH2:3][OH:4], predict the reactants needed to synthesize it. The reactants are: [NH:1]([C:15]([O:17][C:18]([CH3:21])([CH3:20])[CH3:19])=[O:16])[C@@H:2]([C:12]([OH:14])=O)[CH2:3][O:4]CC1C=CC=CC=1.[C:22]([OH:28])(C(F)(F)F)=[O:23].[CH3:29]N(C(ON1N=NC2C=CC=NC1=2)=[N+](C)C)C.F[P-](F)(F)(F)(F)F.C(N(C(C)C)CC)(C)C.ClCCl.C[N:66]([CH3:69])C=O.